This data is from Reaction yield outcomes from USPTO patents with 853,638 reactions. The task is: Predict the reaction yield, written as a fraction of the theoretical maximum amount of product (1.0 means a 100% yield; for example, 0.34 means a 34% yield). (1) The reactants are C([O:3][C:4]([C:6]1[N:7]([CH2:16][C:17]#[N:18])[C:8]2[C:13]([CH:14]=1)=[CH:12][C:11]([Cl:15])=[CH:10][CH:9]=2)=[O:5])C.O[Li].O. The catalyst is C1COCC1.O. The product is [Cl:15][C:11]1[CH:12]=[C:13]2[C:8](=[CH:9][CH:10]=1)[N:7]([CH2:16][C:17]#[N:18])[C:6]([C:4]([OH:5])=[O:3])=[CH:14]2. The yield is 0.840. (2) The reactants are [Br:1][C:2]1[CH:6]=[N:5][N:4]([CH3:7])[C:3]=1[C:8]1[CH:9]=[C:10]([NH2:16])[CH:11]=[CH:12][C:13]=1[O:14][CH3:15].[C:17]1([N:27]=[C:28]=[O:29])[C:26]2[C:21](=[CH:22][CH:23]=[CH:24][CH:25]=2)[CH:20]=[CH:19][CH:18]=1. The catalyst is C(Cl)Cl. The product is [Br:1][C:2]1[CH:6]=[N:5][N:4]([CH3:7])[C:3]=1[C:8]1[CH:9]=[C:10]([NH:16][C:28]([NH:27][C:17]2[C:26]3[C:21](=[CH:22][CH:23]=[CH:24][CH:25]=3)[CH:20]=[CH:19][CH:18]=2)=[O:29])[CH:11]=[CH:12][C:13]=1[O:14][CH3:15]. The yield is 0.680.